From a dataset of Full USPTO retrosynthesis dataset with 1.9M reactions from patents (1976-2016). Predict the reactants needed to synthesize the given product. (1) Given the product [NH2:1][C:2]1[CH:10]=[CH:9][CH:8]=[C:7]([F:11])[C:3]=1[CH2:4][OH:5], predict the reactants needed to synthesize it. The reactants are: [NH2:1][C:2]1[CH:10]=[CH:9][CH:8]=[C:7]([F:11])[C:3]=1[C:4](O)=[O:5].[H-].[Al+3].[Li+].[H-].[H-].[H-].[Cl-].[NH4+]. (2) Given the product [NH:13]1[CH2:12][CH2:11][CH:10]([C:8]2[CH:7]=[CH:6][C:5]3[N:4]([CH:3]=[N:2][N:1]=3)[CH:9]=2)[CH2:15][CH2:14]1, predict the reactants needed to synthesize it. The reactants are: [N:1]1[N:2]=[CH:3][N:4]2[CH:9]=[C:8]([CH:10]3[CH2:15][CH2:14][N:13](C(OC(C)(C)C)=O)[CH2:12][CH2:11]3)[CH:7]=[CH:6][C:5]=12.C(O)(C(F)(F)F)=O.